Predict which catalyst facilitates the given reaction. From a dataset of Catalyst prediction with 721,799 reactions and 888 catalyst types from USPTO. (1) Reactant: [C:1]([O:5][C:6]([N:8]1[CH2:13][CH2:12][CH:11]([C:14]2[O:22][C:21]3[C:16](=[N:17][C:18](Cl)=[CH:19][CH:20]=3)[CH:15]=2)[CH2:10][CH2:9]1)=[O:7])([CH3:4])([CH3:3])[CH3:2].[CH3:24][S:25]([C:28]1[CH:33]=[CH:32][C:31](B(O)O)=[CH:30][CH:29]=1)(=[O:27])=[O:26].C([O-])([O-])=O.[Na+].[Na+]. Product: [C:1]([O:5][C:6]([N:8]1[CH2:13][CH2:12][CH:11]([C:14]2[O:22][C:21]3[C:16](=[N:17][C:18]([C:31]4[CH:32]=[CH:33][C:28]([S:25]([CH3:24])(=[O:27])=[O:26])=[CH:29][CH:30]=4)=[CH:19][CH:20]=3)[CH:15]=2)[CH2:10][CH2:9]1)=[O:7])([CH3:4])([CH3:3])[CH3:2]. The catalyst class is: 12. (2) Reactant: [CH3:1][C:2]([CH3:21])([CH3:20])[C:3]([C:5]1[C:13]2[C:8](=[CH:9][C:10]([O:14][CH3:15])=[CH:11][CH:12]=2)[N:7]([CH2:16][C:17]([OH:19])=O)[N:6]=1)=[O:4].C1C=C[C:25]2N(O)N=N[C:26]=2[CH:27]=1.[CH2:32](Cl)CCl.CC[N:38]([CH:42]([CH3:44])C)[CH:39]([CH3:41])C. Product: [CH3:32][C:26]([CH3:25])([CH3:27])[CH2:44][CH2:42][N:38]([CH2:39][CH3:41])[C:17](=[O:19])[CH2:16][N:7]1[C:8]2[C:13](=[CH:12][CH:11]=[C:10]([O:14][CH3:15])[CH:9]=2)[C:5]([C:3](=[O:4])[C:2]([CH3:21])([CH3:20])[CH3:1])=[N:6]1. The catalyst class is: 3. (3) The catalyst class is: 3. Reactant: [Br:1][C:2]1[CH:7]=[CH:6][C:5]([C:8]2[C:9](=[O:18])[NH:10][C:11]3([CH2:17][CH2:16][CH2:15][CH2:14][CH2:13]3)[N:12]=2)=[CH:4][CH:3]=1.Cl[CH2:20][C:21]([NH:23][C:24]1[CH:29]=[CH:28][C:27]([F:30])=[C:26]([F:31])[CH:25]=1)=[O:22].C(=O)([O-])[O-].[K+].[K+].O. Product: [Br:1][C:2]1[CH:3]=[CH:4][C:5]([C:8]2[C:9](=[O:18])[N:10]([CH2:20][C:21]([NH:23][C:24]3[CH:29]=[CH:28][C:27]([F:30])=[C:26]([F:31])[CH:25]=3)=[O:22])[C:11]3([CH2:17][CH2:16][CH2:15][CH2:14][CH2:13]3)[N:12]=2)=[CH:6][CH:7]=1. (4) The catalyst class is: 128. Product: [CH3:23][C:17]1[CH:18]=[CH:19][CH:20]=[C:21]2[C:16]=1[N:15]=[C:14]([C:24]1[CH:29]=[CH:28][CH:27]=[CH:26][C:25]=1[C:30]([F:33])([F:32])[F:31])[C:13]([CH2:12][N:4]1[C:5]3=[N:6][CH:7]=[N:8][C:9]([NH2:11])=[C:10]3[C:2]([C:37]3[CH:38]=[N:34][NH:35][CH:36]=3)=[N:3]1)=[CH:22]2. Reactant: I[C:2]1[C:10]2[C:5](=[N:6][CH:7]=[N:8][C:9]=2[NH2:11])[N:4]([CH2:12][C:13]2[C:14]([C:24]3[CH:29]=[CH:28][CH:27]=[CH:26][C:25]=3[C:30]([F:33])([F:32])[F:31])=[N:15][C:16]3[C:21]([CH:22]=2)=[CH:20][CH:19]=[CH:18][C:17]=3[CH3:23])[N:3]=1.[NH:34]1[CH:38]=[C:37](B2OC(C)(C)C(C)(C)O2)[CH:36]=[N:35]1.C(=O)([O-])[O-].[Na+].[Na+]. (5) Reactant: [N:1]1[CH:6]=[CH:5][CH:4]=[C:3]([NH:7][C:8](=[O:22])[C@H:9]([NH:14][C:15]([O:17][C:18]([CH3:21])([CH3:20])[CH3:19])=[O:16])[CH2:10][C:11]([OH:13])=[O:12])[CH:2]=1.C(=O)([O-])O.[Na+].[CH2:28](Br)[CH3:29].O. Product: [CH2:28]([O:12][C:11](=[O:13])[CH2:10][C@@H:9]([NH:14][C:15]([O:17][C:18]([CH3:19])([CH3:21])[CH3:20])=[O:16])[C:8]([NH:7][C:3]1[CH:2]=[N:1][CH:6]=[CH:5][CH:4]=1)=[O:22])[CH3:29]. The catalyst class is: 9. (6) Reactant: [C:1]([O:5][C:6]([N:8]1[CH:13]([CH2:14][CH3:15])[CH2:12][CH:11]([N:16]([CH2:34][C:35]2[CH:40]=[C:39]([C:41]([F:44])([F:43])[F:42])[CH:38]=[C:37]([C:45]([F:48])([F:47])[F:46])[CH:36]=2)[C:17]2[N:22]=[CH:21][C:20]([N:23]3[CH2:28][CH2:27][CH:26]([C:29]([O:31]CC)=[O:30])[CH2:25][CH2:24]3)=[CH:19][N:18]=2)[CH2:10][CH:9]1[CH2:49][C:50]1[CH:55]=[CH:54][CH:53]=[CH:52][CH:51]=1)=[O:7])([CH3:4])([CH3:3])[CH3:2].[OH-].[Na+].CCO. The catalyst class is: 1. Product: [C:1]([O:5][C:6]([N:8]1[CH:13]([CH2:14][CH3:15])[CH2:12][CH:11]([N:16]([CH2:34][C:35]2[CH:40]=[C:39]([C:41]([F:43])([F:42])[F:44])[CH:38]=[C:37]([C:45]([F:46])([F:47])[F:48])[CH:36]=2)[C:17]2[N:22]=[CH:21][C:20]([N:23]3[CH2:24][CH2:25][CH:26]([C:29]([OH:31])=[O:30])[CH2:27][CH2:28]3)=[CH:19][N:18]=2)[CH2:10][CH:9]1[CH2:49][C:50]1[CH:51]=[CH:52][CH:53]=[CH:54][CH:55]=1)=[O:7])([CH3:2])([CH3:3])[CH3:4]. (7) Reactant: [Cl:1][C:2]1[N:7]=[C:6]([NH2:8])[C:5]([O:9][CH3:10])=[CH:4][N:3]=1.[CH3:11][CH2:12][O:13][C:14]([N:16]=[C:17]=[S:18])=[O:15]. Product: [Cl:1][C:2]1[N:7]=[C:6]([NH:8][C:17]([NH:16][C:14](=[O:15])[O:13][CH2:12][CH3:11])=[S:18])[C:5]([O:9][CH3:10])=[CH:4][N:3]=1. The catalyst class is: 13. (8) Reactant: [N:1]1[C:6]([NH2:7])=[CH:5][CH:4]=[CH:3][C:2]=1[NH2:8].[CH3:9][CH:10]([CH3:19])[C:11](=O)[CH2:12][C:13](OCC)=[O:14]. Product: [NH2:7][C:6]1[N:1]=[C:2]2[C:3]([C:13](=[O:14])[CH:12]=[C:11]([CH:10]([CH3:19])[CH3:9])[NH:8]2)=[CH:4][CH:5]=1. The catalyst class is: 400. (9) Reactant: N[C:2]1[CH:7]=[CH:6][C:5]([N:8]2[C:12]3=[N:13][CH:14]=[N:15][C:16]([NH2:17])=[C:11]3[CH:10]=[N:9]2)=[CH:4][CH:3]=1.[C:18]([OH:23])(=O)[CH2:19][CH2:20][CH3:21].Cl.C[N:26](C)CCCN=C=NCC.ON1C2C=CC=CC=2N=N1. Product: [NH2:17][C:16]1[N:15]=[CH:14][N:13]=[C:12]2[N:8]([C:5]3[CH:6]=[CH:7][C:2]([CH:19]([CH2:20][CH3:21])[C:18]([NH2:26])=[O:23])=[CH:3][CH:4]=3)[N:9]=[CH:10][C:11]=12. The catalyst class is: 121. (10) Reactant: [H-].[Na+].[CH3:3]/[C:4](/[CH2:9][CH2:10][CH:11]=[CH2:12])=[CH:5]/[C:6]([OH:8])=[O:7].C1OCCOCCOCCOCCOC1.FC(F)(F)S(O[C@H:34]1[CH2:39][C@@H:38]([CH2:40][CH2:41][CH2:42][CH:43]=[CH2:44])[O:37][C@@:36]([O:60][CH3:61])([C@@H:45]2[CH2:49][S:48][C:47](=[O:50])[N:46]2[CH2:51][C:52]2[CH:57]=[CH:56][C:55]([O:58][CH3:59])=[CH:54][CH:53]=2)[CH2:35]1)(=O)=O. Product: [CH3:61][O:60][C@:36]1([C@@H:45]2[CH2:49][S:48][C:47](=[O:50])[N:46]2[CH2:51][C:52]2[CH:53]=[CH:54][C:55]([O:58][CH3:59])=[CH:56][CH:57]=2)[CH2:35][C@H:34]([O:7][C:6](=[O:8])/[CH:5]=[C:4](/[CH3:3])\[CH2:9][CH2:10][CH:11]=[CH2:12])[CH2:39][C@@H:38]([CH2:40][CH2:41][CH2:42][CH:43]=[CH2:44])[O:37]1. The catalyst class is: 1.